From a dataset of Catalyst prediction with 721,799 reactions and 888 catalyst types from USPTO. Predict which catalyst facilitates the given reaction. (1) Reactant: [C:1]([NH:8][CH2:9][CH2:10][NH2:11])([O:3][C:4]([CH3:7])([CH3:6])[CH3:5])=[O:2].[S:12](N)([NH2:15])(=[O:14])=[O:13]. Product: [C:4]([O:3][C:1]([NH:8][CH2:9][CH2:10][NH:11][S:12](=[O:14])(=[O:13])[NH2:15])=[O:2])([CH3:5])([CH3:6])[CH3:7]. The catalyst class is: 7. (2) Reactant: C(Cl)Cl.[CH2:4]([O:6][C:7]([C:9]1[C:18](=[O:19])[C:17]2[C:12](=[C:13]([CH:34]=[O:35])[C:14]([NH:21][C@H:22]([CH2:32][OH:33])[CH2:23][CH2:24][C:25]([O:27][C:28]([CH3:31])([CH3:30])[CH3:29])=[O:26])=[C:15]([F:20])[CH:16]=2)[N:11]([CH:36]2[CH2:38][CH2:37]2)[CH:10]=1)=[O:8])[CH3:5].C(O[BH-](OC(=O)C)OC(=O)C)(=O)C.[Na+]. Product: [CH2:4]([O:6][C:7]([C:9]1[C:18](=[O:19])[C:17]2[C:12](=[C:13]([CH2:34][OH:35])[C:14]([NH:21][C@H:22]([CH2:32][OH:33])[CH2:23][CH2:24][C:25]([O:27][C:28]([CH3:31])([CH3:30])[CH3:29])=[O:26])=[C:15]([F:20])[CH:16]=2)[N:11]([CH:36]2[CH2:37][CH2:38]2)[CH:10]=1)=[O:8])[CH3:5]. The catalyst class is: 6. (3) Reactant: [F:1][C:2]([F:21])([F:20])[C:3]1[CH:19]=[CH:18][C:6]([CH2:7][O:8][C:9]2[CH:10]=[C:11]([CH:15]=[CH:16][CH:17]=2)[C:12]([OH:14])=O)=[CH:5][CH:4]=1.S(Cl)(Cl)=O.[NH2:26][C:27]1[CH:32]=[CH:31][CH:30]=[CH:29][C:28]=1[S:33]([NH2:36])(=[O:35])=[O:34]. Product: [F:20][C:2]([F:1])([F:21])[C:3]1[CH:4]=[CH:5][C:6]([CH2:7][O:8][C:9]2[CH:10]=[C:11]([CH:15]=[CH:16][CH:17]=2)[C:12]([NH:26][C:27]2[CH:32]=[CH:31][CH:30]=[CH:29][C:28]=2[S:33](=[O:35])(=[O:34])[NH2:36])=[O:14])=[CH:18][CH:19]=1. The catalyst class is: 48. (4) Product: [CH3:12][C:3]([NH2:2])([CH3:13])[CH2:4][C:5]1[CH:11]=[CH:10][C:8]([NH:9][S:20]([C:14]2[CH:19]=[CH:18][CH:17]=[CH:16][CH:15]=2)(=[O:22])=[O:21])=[CH:7][CH:6]=1. Reactant: Cl.[NH2:2][C:3]([CH3:13])([CH3:12])[CH2:4][C:5]1[CH:11]=[CH:10][C:8]([NH2:9])=[CH:7][CH:6]=1.[C:14]1([S:20](Cl)(=[O:22])=[O:21])[CH:19]=[CH:18][CH:17]=[CH:16][CH:15]=1. The catalyst class is: 3. (5) Reactant: Br.[N:2]1[CH:7]=[CH:6][CH:5]=[C:4]([O:8][C:9]2[CH:14]=[CH:13][C:12]([C:15]3[O:19][C:18]([NH2:20])=[N:17][N:16]=3)=[CH:11][CH:10]=2)[CH:3]=1.[F:21][C:22]1([F:34])[O:26][C:25]2[CH:27]=[CH:28][C:29]([C:31](Cl)=[O:32])=[CH:30][C:24]=2[O:23]1. Product: [F:34][C:22]1([F:21])[O:26][C:25]2[CH:27]=[CH:28][C:29]([C:31]([NH:20][C:18]3[O:19][C:15]([C:12]4[CH:11]=[CH:10][C:9]([O:8][C:4]5[CH:3]=[N:2][CH:7]=[CH:6][CH:5]=5)=[CH:14][CH:13]=4)=[N:16][N:17]=3)=[O:32])=[CH:30][C:24]=2[O:23]1. The catalyst class is: 858. (6) Reactant: Cl.[CH:2]1([CH2:5][N:6]([CH2:19][CH:20]2[CH2:25][CH2:24][O:23][CH2:22][CH2:21]2)[C:7]2[C:8]([CH2:17][CH3:18])=[N:9][N:10]3[C:15]([I:16])=[CH:14][CH:13]=[CH:12][C:11]=23)[CH2:4][CH2:3]1.O.C(=O)(O)[O-].[Na+]. Product: [CH:2]1([CH2:5][N:6]([CH2:19][CH:20]2[CH2:21][CH2:22][O:23][CH2:24][CH2:25]2)[C:7]2[C:8]([CH2:17][CH3:18])=[N:9][N:10]3[C:15]([I:16])=[CH:14][CH:13]=[CH:12][C:11]=23)[CH2:4][CH2:3]1. The catalyst class is: 13. (7) Reactant: [Cl:10][C:9]([Cl:12])([Cl:11])[CH2:8]N([CH2:8][C:9]([Cl:12])([Cl:11])[Cl:10])C(=O)[O-].[CH3:15][C:16]1[N:21]=[CH:20][C:19]([N:22]2[C:26]([NH2:27])=[CH:25][C:24]([C:28]([F:31])([F:30])[F:29])=[N:23]2)=[CH:18][CH:17]=1.C(Cl)(O)C(Cl)Cl.[C:38]([O-])([O-:40])=[O:39].[K+].[K+]. Product: [CH3:15][C:16]1[N:21]=[CH:20][C:19]([N:22]2[C:26]([NH:27][C:38](=[O:39])[O:40][CH2:8][C:9]([Cl:10])([Cl:11])[Cl:12])=[CH:25][C:24]([C:28]([F:29])([F:31])[F:30])=[N:23]2)=[CH:18][CH:17]=1. The catalyst class is: 115.